From a dataset of Reaction yield outcomes from USPTO patents with 853,638 reactions. Predict the reaction yield, written as a fraction of the theoretical maximum amount of product (1.0 means a 100% yield; for example, 0.34 means a 34% yield). (1) The reactants are [NH2:1][C:2]1[N:7]=[C:6]([NH:8][CH2:9][C:10]2[C:15]([CH2:16][CH3:17])=[C:14]([CH2:18][NH:19][C:20]3[CH:25]=[CH:24][CH:23]=[C:22]([NH2:26])[N:21]=3)[C:13]([CH2:27][CH3:28])=[C:12]([CH2:29][NH:30][C:31]3[CH:36]=[CH:35][CH:34]=[C:33]([NH2:37])[N:32]=3)[C:11]=2[CH2:38][CH3:39])[CH:5]=[CH:4][CH:3]=1.CO[CH:42](OC)[CH2:43][C:44](=O)[CH3:45].OP(O)(O)=O. The catalyst is O. The product is [CH3:42][C:43]1[N:37]=[C:33]2[C:34]([CH:35]=[CH:36][C:31]([NH:30][CH2:29][C:12]3[C:13]([CH2:27][CH3:28])=[C:14]([CH2:18][NH:19][C:20]4[CH:25]=[CH:24][C:23]5[C:22](=[N:26][C:4]([CH3:5])=[CH:3][CH:2]=5)[N:21]=4)[C:15]([CH2:16][CH3:17])=[C:10]([CH2:9][NH:8][C:6]4[CH:5]=[CH:4][C:3]5[C:2](=[N:1][C:11]([CH3:12])=[CH:10][CH:9]=5)[N:7]=4)[C:11]=3[CH2:38][CH3:39])=[N:32]2)=[CH:45][CH:44]=1. The yield is 0.230. (2) The reactants are [Cl:1][C:2]1[CH:7]=[CH:6][CH:5]=[CH:4][C:3]=1[S:8]([C@H:11]1[CH2:15][N:14](C(OC(C)(C)C)=O)[C@H:13]([C:23](=[O:30])[NH:24][C:25]2([C:28]#[N:29])[CH2:27][CH2:26]2)[CH2:12]1)(=[O:10])=[O:9]. The catalyst is C(O)=O. The product is [Cl:1][C:2]1[CH:7]=[CH:6][CH:5]=[CH:4][C:3]=1[S:8]([C@H:11]1[CH2:15][NH:14][C@H:13]([C:23]([NH:24][C:25]2([C:28]#[N:29])[CH2:27][CH2:26]2)=[O:30])[CH2:12]1)(=[O:10])=[O:9]. The yield is 0.850. (3) The reactants are C[N:2](C)[CH:3]=[O:4].[N:6]1[CH:11]=[CH:10][CH:9]=[CH:8][CH:7]=1.[C:23]([O:22][C:20](O[C:20]([O:22][C:23]([CH3:26])([CH3:25])[CH3:24])=[O:21])=[O:21])([CH3:26])([CH3:25])[CH3:24].[C:27](=O)(O)[O-].[NH4+].O1[CH2:37][CH2:36]OCC1. The yield is 0.990. No catalyst specified. The product is [C:23]([O:22][C:20](=[O:21])[NH:6][C@H:11]([C:3](=[O:4])[NH2:2])[CH2:10][C:9]1[CH:37]=[CH:36][CH:27]=[CH:7][CH:8]=1)([CH3:24])([CH3:25])[CH3:26]. (4) The reactants are [Li+].CC([N-]C(C)C)C.[Li]CCCC.N(C(C)C)C(C)C.[C:21]1([S:27]([N:30]2[C:34]3[N:35]=[C:36]([Cl:40])[N:37]=[C:38]([Cl:39])[C:33]=3[CH:32]=[CH:31]2)(=[O:29])=[O:28])[CH:26]=[CH:25][CH:24]=[CH:23][CH:22]=1.[Br:41]C(Cl)(Cl)C(Cl)(Cl)Br. The catalyst is C1COCC1. The product is [C:21]1([S:27]([N:30]2[C:34]3[N:35]=[C:36]([Cl:40])[N:37]=[C:38]([Cl:39])[C:33]=3[CH:32]=[C:31]2[Br:41])(=[O:28])=[O:29])[CH:22]=[CH:23][CH:24]=[CH:25][CH:26]=1. The yield is 0.710. (5) The catalyst is C1COCC1. The product is [CH3:16][N:17]([C:37]([O:39][C:40]([CH3:43])([CH3:42])[CH3:41])=[O:38])[CH2:18][CH2:19][N:20]([C:6]([O:5][C:2]([CH3:4])([CH3:3])[CH3:1])=[O:7])[C@H:21]1[CH2:26][CH2:25][CH2:24][N:23]([C:27]([O:29][CH2:30][C:31]2[CH:36]=[CH:35][CH:34]=[CH:33][CH:32]=2)=[O:28])[CH2:22]1. The reactants are [CH3:1][C:2]([O:5][C:6](O[C:6]([O:5][C:2]([CH3:4])([CH3:3])[CH3:1])=[O:7])=[O:7])([CH3:4])[CH3:3].[CH3:16][N:17]([C:37]([O:39][C:40]([CH3:43])([CH3:42])[CH3:41])=[O:38])[CH2:18][CH2:19][NH:20][C@H:21]1[CH2:26][CH2:25][CH2:24][N:23]([C:27]([O:29][CH2:30][C:31]2[CH:36]=[CH:35][CH:34]=[CH:33][CH:32]=2)=[O:28])[CH2:22]1.C(N(CC)CC)C. The yield is 0.620. (6) The reactants are [Br:1]N1C(=O)CCC1=O.[CH3:9][C:10]1[CH:11]=[C:12]([OH:17])[CH:13]=[C:14]([CH3:16])[CH:15]=1. The catalyst is C1(C)C=CC=CC=1. The product is [Br:1][C:11]1[C:10]([CH3:9])=[CH:15][C:14]([CH3:16])=[CH:13][C:12]=1[OH:17]. The yield is 0.310.